This data is from Reaction yield outcomes from USPTO patents with 853,638 reactions. The task is: Predict the reaction yield, written as a fraction of the theoretical maximum amount of product (1.0 means a 100% yield; for example, 0.34 means a 34% yield). (1) The reactants are [Cl:1][C:2]1[N:6]([C:7]2[CH:12]=[CH:11][C:10]([C:13]3[C:18]([O:19][CH3:20])=[CH:17][CH:16]=[CH:15][C:14]=3[F:21])=[CH:9][CH:8]=2)[C:5]([C:22](OCC)=[O:23])=[C:4]([NH:27][C:28](=[O:32])[CH2:29][C:30]#[N:31])[CH:3]=1.CC(C)([O-])C.[K+].Cl. The catalyst is CS(C)=O. The product is [Cl:1][C:2]1[N:6]([C:7]2[CH:12]=[CH:11][C:10]([C:13]3[C:18]([O:19][CH3:20])=[CH:17][CH:16]=[CH:15][C:14]=3[F:21])=[CH:9][CH:8]=2)[C:5]2[C:22]([OH:23])=[C:29]([C:30]#[N:31])[C:28](=[O:32])[NH:27][C:4]=2[CH:3]=1. The yield is 0.417. (2) The reactants are [F:1][C:2]([F:34])([F:33])[C:3]1[CH:4]=[C:5]([CH:26]=[C:27]([C:29]([F:32])([F:31])[F:30])[CH:28]=1)[C:6]([N:8]1[CH2:25][CH2:24][C:11]2([O:16][C:15](=[O:17])[NH:14][CH2:13][CH:12]2[C:18]2[CH:23]=[CH:22][CH:21]=[CH:20][CH:19]=2)[CH2:10][CH2:9]1)=[O:7].CN(C)C=O.[H-].[Na+].Cl[CH2:43][C:44]([N:46]([CH3:48])[CH3:47])=[O:45]. No catalyst specified. The product is [F:34][C:2]([F:33])([F:1])[C:3]1[CH:4]=[C:5]([CH:26]=[C:27]([C:29]([F:32])([F:31])[F:30])[CH:28]=1)[C:6]([N:8]1[CH2:25][CH2:24][C:11]2([O:16][C:15](=[O:17])[N:14]([CH2:43][C:44]([N:46]([CH3:48])[CH3:47])=[O:45])[CH2:13][CH:12]2[C:18]2[CH:23]=[CH:22][CH:21]=[CH:20][CH:19]=2)[CH2:10][CH2:9]1)=[O:7]. The yield is 0.540. (3) The reactants are [Br:1][C:2]1[CH:6]=[N:5][N:4]([CH3:7])[C:3]=1[C:8]1[CH:9]=[C:10]([NH2:16])[CH:11]=[CH:12][C:13]=1[O:14][CH3:15].[Cl:17][C:18]1[CH:23]=[C:22]([Cl:24])[CH:21]=[CH:20][C:19]=1[N:25]=[C:26]=[O:27]. The catalyst is C(Cl)Cl. The product is [Br:1][C:2]1[CH:6]=[N:5][N:4]([CH3:7])[C:3]=1[C:8]1[CH:9]=[C:10]([NH:16][C:26]([NH:25][C:19]2[CH:20]=[CH:21][C:22]([Cl:24])=[CH:23][C:18]=2[Cl:17])=[O:27])[CH:11]=[CH:12][C:13]=1[O:14][CH3:15]. The yield is 0.690.